From a dataset of Full USPTO retrosynthesis dataset with 1.9M reactions from patents (1976-2016). Predict the reactants needed to synthesize the given product. (1) Given the product [CH2:5]([O:1][P:18]([O:12][C:11]1[CH:13]=[CH:14][C:8]([CH2:6][CH3:7])=[C:9]([O:15][P:18]([O:28][CH2:29][C:30]2[CH:35]=[CH:34][CH:33]=[CH:32][CH:31]=2)([O:20][CH2:21][C:22]2[CH:27]=[CH:26][CH:25]=[CH:24][CH:23]=2)=[O:19])[CH:10]=1)([O:20][CH2:21][C:22]1[CH:27]=[CH:26][CH:25]=[CH:24][CH:23]=1)=[O:19])[C:4]1[CH:29]=[CH:30][CH:31]=[CH:2][CH:3]=1, predict the reactants needed to synthesize it. The reactants are: [O:1]1[CH2:5][CH2:4][CH2:3][CH2:2]1.[CH2:6]([C:8]1[CH:14]=[CH:13][C:11]([OH:12])=[CH:10][C:9]=1[OH:15])[CH3:7].[H-].[Na+].[P:18](Cl)([O:28][CH2:29][C:30]1[CH:35]=[CH:34][CH:33]=[CH:32][CH:31]=1)([O:20][CH2:21][C:22]1[CH:27]=[CH:26][CH:25]=[CH:24][CH:23]=1)=[O:19]. (2) Given the product [NH2:35][C:3]1[CH:4]=[C:5]([C:8]([NH:10][CH:11]2[CH2:16][CH2:15][C:14](=[CH:17][C:18]3[CH:23]=[CH:22][CH:21]=[C:20]([O:24][C:25]4[CH:30]=[CH:29][C:28]([C:31]([F:33])([F:34])[F:32])=[CH:27][N:26]=4)[CH:19]=3)[CH2:13][CH2:12]2)=[O:9])[CH:6]=[N:7][C:2]=1[Cl:1], predict the reactants needed to synthesize it. The reactants are: [Cl:1][C:2]1[N:7]=[CH:6][C:5]([C:8]([NH:10][CH:11]2[CH2:16][CH2:15][C:14](=[CH:17][C:18]3[CH:23]=[CH:22][CH:21]=[C:20]([O:24][C:25]4[CH:30]=[CH:29][C:28]([C:31]([F:34])([F:33])[F:32])=[CH:27][N:26]=4)[CH:19]=3)[CH2:13][CH2:12]2)=[O:9])=[CH:4][C:3]=1[N+:35]([O-])=O. (3) Given the product [NH:21]1[CH:20]=[CH:19][N:18]=[C:17]1[CH2:16][CH2:15][CH2:14][C:11]1[CH:12]=[CH:13][C:8]([N:7]2[C:30](=[S:31])[N:29]([C:32]3[CH:39]=[CH:38][C:35]([C:36]#[N:37])=[C:34]([C:40]([F:41])([F:43])[F:42])[CH:33]=3)[C:1](=[O:46])[C:3]32[CH2:6][CH2:5][CH2:4]3)=[CH:9][CH:10]=1, predict the reactants needed to synthesize it. The reactants are: [C:1]([C:3]1([NH:7][C:8]2[CH:13]=[CH:12][C:11]([CH2:14][CH2:15][CH2:16][C:17]3[N:18](C(OC(C)(C)C)=O)[CH:19]=[CH:20][N:21]=3)=[CH:10][CH:9]=2)[CH2:6][CH2:5][CH2:4]1)#N.[N:29]([C:32]1[CH:39]=[CH:38][C:35]([C:36]#[N:37])=[C:34]([C:40]([F:43])([F:42])[F:41])[CH:33]=1)=[C:30]=[S:31].Cl.C([O-])(O)=[O:46].[Na+]. (4) Given the product [OH:33][C:3]1[C:8]2[O:9][CH:10]([CH2:13][O:14][S:15]([C:18]3[CH:23]=[CH:22][C:21]([CH3:24])=[CH:20][CH:19]=3)(=[O:16])=[O:17])[CH2:11][O:12][C:7]=2[CH:6]=[CH:5][CH:4]=1, predict the reactants needed to synthesize it. The reactants are: C([C:3]1[C:8]2[O:9][CH:10]([CH2:13][O:14][S:15]([C:18]3[CH:23]=[CH:22][C:21]([CH3:24])=[CH:20][CH:19]=3)(=[O:17])=[O:16])[CH2:11][O:12][C:7]=2[CH:6]=[CH:5][CH:4]=1)=O.C1C=C(Cl)C=C(C(OO)=[O:33])C=1.[O-2].[Al+3].[O-2].[O-2].[Al+3]. (5) Given the product [CH3:19][C:16]1[O:15][C:14]([CH2:13][NH:11][C:1]23[CH2:8][CH:7]4[CH2:6][CH:5]([CH2:4][CH:3]([CH2:9]4)[CH2:2]2)[CH2:10]3)=[N:18][N:17]=1, predict the reactants needed to synthesize it. The reactants are: [C:1]12([NH2:11])[CH2:10][CH:5]3[CH2:6][CH:7]([CH2:9][CH:3]([CH2:4]3)[CH2:2]1)[CH2:8]2.Cl[CH2:13][C:14]1[O:15][C:16]([CH3:19])=[N:17][N:18]=1.